Dataset: Forward reaction prediction with 1.9M reactions from USPTO patents (1976-2016). Task: Predict the product of the given reaction. (1) Given the reactants Cl.[CH3:2][N:3]([CH2:5][CH:6]1[CH2:15][CH2:14][C:13]2[C:8](=[CH:9][CH:10]=[CH:11][C:12]=2[O:16][CH3:17])[C:7]1=[O:18])[CH3:4].[OH-].[Na+], predict the reaction product. The product is: [CH3:4][N:3]([CH2:5][CH:6]1[CH2:15][CH2:14][C:13]2[C:8](=[CH:9][CH:10]=[CH:11][C:12]=2[O:16][CH3:17])[C:7]1=[O:18])[CH3:2]. (2) Given the reactants [Cl:1][C:2]1[NH:10][C:9]2[C:8](=[O:11])[N:7]([CH2:12][CH2:13][CH2:14][CH2:15][C:16]([OH:18])=O)[C:6](=[O:19])[N:5]([CH2:20][CH2:21][CH2:22][CH2:23][CH3:24])[C:4]=2[N:3]=1.C1N=CN(C(N2C=NC=C2)=O)C=1.[CH3:37][C:38]1[CH:39]=[C:40]([CH2:44][NH2:45])[CH:41]=[CH:42][CH:43]=1, predict the reaction product. The product is: [Cl:1][C:2]1[NH:10][C:9]2[C:8](=[O:11])[N:7]([CH2:12][CH2:13][CH2:14][CH2:15][C:16]([NH:45][CH2:44][C:40]3[CH:41]=[CH:42][CH:43]=[C:38]([CH3:37])[CH:39]=3)=[O:18])[C:6](=[O:19])[N:5]([CH2:20][CH2:21][CH2:22][CH2:23][CH3:24])[C:4]=2[N:3]=1.